Dataset: NCI-60 drug combinations with 297,098 pairs across 59 cell lines. Task: Regression. Given two drug SMILES strings and cell line genomic features, predict the synergy score measuring deviation from expected non-interaction effect. (1) Synergy scores: CSS=40.1, Synergy_ZIP=-8.89, Synergy_Bliss=-15.1, Synergy_Loewe=-16.7, Synergy_HSA=-11.7. Cell line: RPMI-8226. Drug 1: C1=CC(=CC=C1CCC2=CNC3=C2C(=O)NC(=N3)N)C(=O)NC(CCC(=O)O)C(=O)O. Drug 2: C1CCC(CC1)NC(=O)N(CCCl)N=O. (2) Drug 1: CC=C1C(=O)NC(C(=O)OC2CC(=O)NC(C(=O)NC(CSSCCC=C2)C(=O)N1)C(C)C)C(C)C. Drug 2: CC1C(C(CC(O1)OC2CC(CC3=C2C(=C4C(=C3O)C(=O)C5=C(C4=O)C(=CC=C5)OC)O)(C(=O)CO)O)N)O.Cl. Cell line: UACC-257. Synergy scores: CSS=67.7, Synergy_ZIP=1.23, Synergy_Bliss=1.17, Synergy_Loewe=1.88, Synergy_HSA=4.88. (3) Drug 1: CC=C1C(=O)NC(C(=O)OC2CC(=O)NC(C(=O)NC(CSSCCC=C2)C(=O)N1)C(C)C)C(C)C. Drug 2: CS(=O)(=O)OCCCCOS(=O)(=O)C. Cell line: RPMI-8226. Synergy scores: CSS=72.2, Synergy_ZIP=-3.79, Synergy_Bliss=-4.08, Synergy_Loewe=-36.0, Synergy_HSA=-1.56. (4) Drug 1: CS(=O)(=O)CCNCC1=CC=C(O1)C2=CC3=C(C=C2)N=CN=C3NC4=CC(=C(C=C4)OCC5=CC(=CC=C5)F)Cl. Drug 2: CC1C(C(CC(O1)OC2CC(OC(C2O)C)OC3=CC4=CC5=C(C(=O)C(C(C5)C(C(=O)C(C(C)O)O)OC)OC6CC(C(C(O6)C)O)OC7CC(C(C(O7)C)O)OC8CC(C(C(O8)C)O)(C)O)C(=C4C(=C3C)O)O)O)O. Cell line: A498. Synergy scores: CSS=18.0, Synergy_ZIP=-1.04, Synergy_Bliss=-1.16, Synergy_Loewe=-9.74, Synergy_HSA=-1.48. (5) Drug 1: COC1=NC(=NC2=C1N=CN2C3C(C(C(O3)CO)O)O)N. Cell line: SNB-19. Drug 2: CC(C)(C#N)C1=CC(=CC(=C1)CN2C=NC=N2)C(C)(C)C#N. Synergy scores: CSS=17.4, Synergy_ZIP=-9.37, Synergy_Bliss=-0.665, Synergy_Loewe=0.807, Synergy_HSA=-0.200. (6) Drug 1: COC1=C2C(=CC3=C1OC=C3)C=CC(=O)O2. Drug 2: C1C(C(OC1N2C=NC3=C2NC=NCC3O)CO)O. Cell line: SK-MEL-28. Synergy scores: CSS=2.13, Synergy_ZIP=-1.13, Synergy_Bliss=-1.18, Synergy_Loewe=2.74, Synergy_HSA=-0.587. (7) Drug 1: CC1=CC=C(C=C1)C2=CC(=NN2C3=CC=C(C=C3)S(=O)(=O)N)C(F)(F)F. Drug 2: C1C(C(OC1N2C=NC3=C(N=C(N=C32)Cl)N)CO)O. Cell line: HOP-92. Synergy scores: CSS=37.1, Synergy_ZIP=-9.34, Synergy_Bliss=-5.78, Synergy_Loewe=-36.1, Synergy_HSA=-4.70. (8) Drug 1: C(=O)(N)NO. Drug 2: CC1CCC2CC(C(=CC=CC=CC(CC(C(=O)C(C(C(=CC(C(=O)CC(OC(=O)C3CCCCN3C(=O)C(=O)C1(O2)O)C(C)CC4CCC(C(C4)OC)O)C)C)O)OC)C)C)C)OC. Cell line: A549. Synergy scores: CSS=4.13, Synergy_ZIP=-1.47, Synergy_Bliss=-1.01, Synergy_Loewe=-0.903, Synergy_HSA=-1.10. (9) Drug 1: CNC(=O)C1=CC=CC=C1SC2=CC3=C(C=C2)C(=NN3)C=CC4=CC=CC=N4. Drug 2: C1CCC(C(C1)N)N.C(=O)(C(=O)[O-])[O-].[Pt+4]. Cell line: HOP-92. Synergy scores: CSS=13.3, Synergy_ZIP=-4.10, Synergy_Bliss=-2.03, Synergy_Loewe=-8.91, Synergy_HSA=-2.40.